From a dataset of Forward reaction prediction with 1.9M reactions from USPTO patents (1976-2016). Predict the product of the given reaction. (1) Given the reactants [CH:1]([CH:5]1[CH2:10][CH2:9][CH2:8][CH2:7][C:6]1=[O:11])([CH2:3][CH3:4])[CH3:2].C(C1CCCC([Cl:22])C1=O)(C)(C)C, predict the reaction product. The product is: [CH:1]([CH:5]1[CH2:10][CH2:9][CH2:8][CH:7]([Cl:22])[C:6]1=[O:11])([CH2:3][CH3:4])[CH3:2]. (2) Given the reactants [O:1]=[S:2]1(=[O:17])[N:7]([C:8]2[CH:16]=[CH:15][C:11]([C:12]([OH:14])=O)=[CH:10][CH:9]=2)[CH2:6][CH2:5][O:4][CH2:3]1.[Cl:18][C:19]1[CH:25]=[CH:24][C:22]([NH2:23])=[CH:21][C:20]=1[C:26]1[C:35]2[C:30](=[CH:31][CH:32]=[CH:33][CH:34]=2)[CH:29]=[CH:28][N:27]=1.CN(C(ON1N=NC2C=CC=NC1=2)=[N+](C)C)C.F[P-](F)(F)(F)(F)F.CCN(C(C)C)C(C)C, predict the reaction product. The product is: [Cl:18][C:19]1[CH:25]=[CH:24][C:22]([NH:23][C:12](=[O:14])[C:11]2[CH:10]=[CH:9][C:8]([N:7]3[CH2:6][CH2:5][O:4][CH2:3][S:2]3(=[O:1])=[O:17])=[CH:16][CH:15]=2)=[CH:21][C:20]=1[C:26]1[C:35]2[C:30](=[CH:31][CH:32]=[CH:33][CH:34]=2)[CH:29]=[CH:28][N:27]=1. (3) Given the reactants C([O:3][C:4](=[O:9])[CH2:5][CH:6]([NH2:8])[CH3:7])C.I[C:11]1[CH:19]=[CH:18][C:14]2[N:15]=[CH:16][S:17][C:13]=2[CH:12]=1.C(=O)([O-])[O-].[K+].[K+].CO, predict the reaction product. The product is: [S:17]1[C:13]2[CH:12]=[C:11]([NH:8][CH:6]([CH3:7])[CH2:5][C:4]([OH:3])=[O:9])[CH:19]=[CH:18][C:14]=2[N:15]=[CH:16]1. (4) The product is: [N:27]1[N:28]=[CH:21][N:7]2[CH:6]=[C:5]([CH:8]([C:15]3[CH:20]=[CH:19][CH:18]=[CH:17][CH:16]=3)[C:9]([CH3:14])([CH3:13])[C:10]([OH:12])=[O:11])[CH:4]=[CH:3][C:2]=12. Given the reactants Cl[C:2]1[N:7]=[CH:6][C:5]([CH:8]([C:15]2[CH:20]=[CH:19][CH:18]=[CH:17][CH:16]=2)[C:9]([CH3:14])([CH3:13])[C:10]([OH:12])=[O:11])=[CH:4][CH:3]=1.[C:21](=O)([O-])[O-].[K+].[K+].[NH2:27][NH2:28].C(O)(C(F)(F)F)=O, predict the reaction product. (5) Given the reactants [Cl:1][C:2]1[CH:7]=[C:6]([N+:8]([O-:10])=[O:9])[C:5]([O:11][CH3:12])=[CH:4][C:3]=1[CH:13]=[CH2:14].[CH3:15][N:16]1[CH2:21][CH2:20][N:19]([C:22]2[CH:29]=[CH:28][C:25]([CH2:26][NH2:27])=[CH:24][CH:23]=2)[CH2:18][CH2:17]1.C1(C=CC(O)=CC=1)O.O, predict the reaction product. The product is: [Cl:1][C:2]1[CH:7]=[C:6]([N+:8]([O-:10])=[O:9])[C:5]([O:11][CH3:12])=[CH:4][C:3]=1[CH2:13][CH2:14][NH:27][CH2:26][C:25]1[CH:24]=[CH:23][C:22]([N:19]2[CH2:18][CH2:17][N:16]([CH3:15])[CH2:21][CH2:20]2)=[CH:29][CH:28]=1. (6) Given the reactants [Br:1][C:2]1[N:3]([CH:21]([CH3:23])[CH3:22])[C:4]([CH:12]([C:14]2[CH:19]=[CH:18][C:17]([Cl:20])=[CH:16][CH:15]=2)O)=[C:5]([C:7]([O:9][CH2:10][CH3:11])=[O:8])[N:6]=1.[CH3:24][O:25][C:26]1[C:34]2[N:33]=[N:32][N:31]([CH3:35])[C:30]=2[CH:29]=[C:28]([NH2:36])[CH:27]=1, predict the reaction product. The product is: [Br:1][C:2]1[N:3]([CH:21]([CH3:23])[CH3:22])[C:4]([CH:12]([C:14]2[CH:19]=[CH:18][C:17]([Cl:20])=[CH:16][CH:15]=2)[NH:36][C:28]2[CH:27]=[C:26]([O:25][CH3:24])[C:34]3[N:33]=[N:32][N:31]([CH3:35])[C:30]=3[CH:29]=2)=[C:5]([C:7]([O:9][CH2:10][CH3:11])=[O:8])[N:6]=1.